The task is: Predict which catalyst facilitates the given reaction.. This data is from Catalyst prediction with 721,799 reactions and 888 catalyst types from USPTO. (1) Reactant: [Br:1][C:2]1[CH:3]=[C:4]([N+:9]([O-:11])=[O:10])[C:5](O)=[N:6][CH:7]=1.P(Br)(Br)[Br:13].O. Product: [Br:13][C:5]1[C:4]([N+:9]([O-:11])=[O:10])=[CH:3][C:2]([Br:1])=[CH:7][N:6]=1. The catalyst class is: 588. (2) Reactant: [N+]([O-])(O)=O.N([O-])=O.[Na+].[OH:9][CH2:10][C:11]1[N:15]([CH:16]([CH3:18])[CH3:17])[C:14](S)=[N:13][CH:12]=1.C(=O)([O-])[O-].[K+].[K+]. Product: [OH:9][CH2:10][C:11]1[N:15]([CH:16]([CH3:18])[CH3:17])[CH:14]=[N:13][CH:12]=1. The catalyst class is: 6. (3) Reactant: Cl[C:2]1[N:7]=[CH:6][N:5]=[C:4]([NH:8][CH:9]2[CH2:14][CH2:13][CH2:12][N:11](C(OC(C)(C)C)=O)[CH2:10]2)[CH:3]=1.[Cl:22][C:23]1[CH:24]=[C:25]([CH:27]=[CH:28][C:29]=1[F:30])[NH2:26]. Product: [Cl:22][C:23]1[CH:24]=[C:25]([NH:26][C:2]2[CH:3]=[C:4]([NH:8][CH:9]3[CH2:14][CH2:13][CH2:12][NH:11][CH2:10]3)[N:5]=[CH:6][N:7]=2)[CH:27]=[CH:28][C:29]=1[F:30]. The catalyst class is: 25. (4) Reactant: [O:1]1[C:5]2[CH:6]=[CH:7][CH:8]=[CH:9][C:4]=2[CH:3]=[C:2]1[C:10]1[N:19]=[C:18]([Cl:20])[C:17]2[C:12](=[CH:13][CH:14]=[CH:15][CH:16]=2)[N:11]=1.O1C2C=CC=CC=2C=C1C1NC(=O)C2C(=CC=CC=2)N=1.[CH3:41][N:42]([CH3:49])[CH2:43][C:44]([CH3:48])([CH3:47])[CH2:45][NH2:46]. Product: [ClH:20].[ClH:20].[O:1]1[C:5]2[CH:6]=[CH:7][CH:8]=[CH:9][C:4]=2[CH:3]=[C:2]1[C:10]1[N:19]=[C:18]([NH:46][CH2:45][C:44]([CH3:48])([CH3:47])[CH2:43][N:42]([CH3:49])[CH3:41])[C:17]2[C:12](=[CH:13][CH:14]=[CH:15][CH:16]=2)[N:11]=1. The catalyst class is: 12. (5) Reactant: [Cl:1][C:2]1[CH:7]=[CH:6][C:5]([N:8]2[C:12]([CH:13]([CH:23]3[CH2:28][CH2:27][CH2:26][CH2:25][CH2:24]3)[C:14](NC3CCCCC3)=[O:15])=[C:11]3[CH2:29][CH2:30][CH2:31][C:10]3=[N:9]2)=[CH:4][CH:3]=1.[C:32]([O-])([O-])=[O:33].[K+].[K+].ClC1C=CC([N:45]2[C:49]([CH:50]([CH:57]3[CH2:62][CH2:61]CCC3)[CH2:51][O:52]S(C)(=O)=O)=C3CCCC3=N2)=CC=1.C(O)(=O)CC(CC(O)=O)(C(O)=O)O. Product: [CH3:32][O:33][C:51](=[O:52])[C:50]1[CH:57]=[CH:62][C:61]([O:15][CH2:14][CH:13]([C:12]2[N:8]([C:5]3[CH:6]=[CH:7][C:2]([Cl:1])=[CH:3][CH:4]=3)[N:9]=[C:10]3[CH2:31][CH2:30][CH2:29][C:11]=23)[CH:23]2[CH2:28][CH2:27][CH2:26][CH2:25][CH2:24]2)=[N:45][CH:49]=1. The catalyst class is: 31. (6) Reactant: [C:1]([O:5][C:6]([N:8]1[CH2:12][C@H:11]([CH:13]([F:15])[F:14])[C@@H:10]([NH:16]C(OCC2C=CC=CC=2)=O)[CH2:9]1)=[O:7])([CH3:4])([CH3:3])[CH3:2].C(OC(N1C[C@@H](C(F)F)[C@H](NC(OCC2C=CC=CC=2)=O)C1)=O)(C)(C)C. Product: [NH2:16][C@@H:10]1[C@@H:11]([CH:13]([F:15])[F:14])[CH2:12][N:8]([C:6]([O:5][C:1]([CH3:4])([CH3:3])[CH3:2])=[O:7])[CH2:9]1. The catalyst class is: 19. (7) The catalyst class is: 5. Product: [C:11]([C:13]1([NH:24][S:25]([C:27]([CH3:30])([CH3:29])[CH3:28])=[O:26])[CH2:16][N:15]([C:17]([O:19][C:20]([CH3:22])([CH3:23])[CH3:21])=[O:18])[CH2:14]1)(=[NH:4])[NH2:12]. Reactant: C([NH:4][C@@H](CS)C(O)=O)(=O)C.[C:11]([C:13]1([NH:24][S:25]([C:27]([CH3:30])([CH3:29])[CH3:28])=[O:26])[CH2:16][N:15]([C:17]([O:19][C:20]([CH3:23])([CH3:22])[CH3:21])=[O:18])[CH2:14]1)#[N:12].C([O-])(=O)C.[NH4+]. (8) Reactant: C([O:3][CH:4](OCC)[C:5]1[O:13][C:12]2[C:11]([C:14]([NH:16][C:17]3[CH:22]=[CH:21][CH:20]=[CH:19][C:18]=3[O:23][CH3:24])=[O:15])=[CH:10][N:9]=[CH:8][C:7]=2[CH:6]=1)C.Cl.C(=O)(O)[O-].[Na+]. Product: [CH:4]([C:5]1[O:13][C:12]2[C:11]([C:14]([NH:16][C:17]3[CH:22]=[CH:21][CH:20]=[CH:19][C:18]=3[O:23][CH3:24])=[O:15])=[CH:10][N:9]=[CH:8][C:7]=2[CH:6]=1)=[O:3]. The catalyst class is: 7. (9) Reactant: CN(C(ON1N=NC2C=CC=NC1=2)=[N+](C)C)C.F[P-](F)(F)(F)(F)F.[NH2:25][C@:26]1([C:31]([NH:33][S:34]([CH:37]2[CH2:39][CH2:38]2)(=[O:36])=[O:35])=[O:32])[CH2:28][C@H:27]1[CH:29]=[CH2:30].CC1C=CC(S(O)(=O)=O)=CC=1.[CH3:51][C:52]([CH3:95])([CH2:92][CH:93]=[CH2:94])[CH2:53][O:54][C:55]([NH:57][C@@H:58]([CH2:85][CH2:86][CH2:87][CH2:88][CH2:89][CH:90]=[CH2:91])[C:59]([N:61]1[CH2:65][C@:64]([O:80][CH3:81])([C:66]2[CH:75]=[CH:74][C:73]3[C:68](=[CH:69][C:70]([CH:78]=[CH2:79])=[C:71]([O:76][CH3:77])[CH:72]=3)[CH:67]=2)[CH2:63][C@H:62]1[C:82](O)=[O:83])=[O:60])=[O:56].CCN(C(C)C)C(C)C. Product: [CH:37]1([S:34]([NH:33][C:31]([C@@:26]2([NH:25][C:82]([C@@H:62]3[CH2:63][C@@:64]([O:80][CH3:81])([C:66]4[CH:75]=[CH:74][C:73]5[C:68](=[CH:69][C:70]([CH:78]=[CH2:79])=[C:71]([O:76][CH3:77])[CH:72]=5)[CH:67]=4)[CH2:65][N:61]3[C:59](=[O:60])[C@@H:58]([NH:57][C:55](=[O:56])[O:54][CH2:53][C:52]([CH3:95])([CH3:51])[CH2:92][CH:93]=[CH2:94])[CH2:85][CH2:86][CH2:87][CH2:88][CH2:89][CH:90]=[CH2:91])=[O:83])[CH2:28][C@H:27]2[CH:29]=[CH2:30])=[O:32])(=[O:36])=[O:35])[CH2:39][CH2:38]1. The catalyst class is: 2. (10) Reactant: C[Mg]I.[F:4][C:5]1[C:28]([CH3:29])=[CH:27][C:8]2[N:9]([CH:13]3[CH2:18][CH2:17][N:16]([C:19]4([C:25]#N)[CH2:24][CH2:23][O:22][CH2:21][CH2:20]4)[CH2:15][CH2:14]3)C(=O)[O:11][C:7]=2[CH:6]=1. Product: [F:4][C:5]1[C:28]([CH3:29])=[CH:27][C:8]([NH:9][CH:13]2[CH2:14][CH2:15][N:16]([C:19]3([CH3:25])[CH2:24][CH2:23][O:22][CH2:21][CH2:20]3)[CH2:17][CH2:18]2)=[C:7]([OH:11])[CH:6]=1. The catalyst class is: 7.